Task: Predict the product of the given reaction.. Dataset: Forward reaction prediction with 1.9M reactions from USPTO patents (1976-2016) (1) Given the reactants Cl.[CH:2]([N:5]1[C:9]2[CH:10]=[CH:11][CH:12]=[CH:13][C:8]=2[N:7]([C@@H:14]([C:19]2[CH:24]=[CH:23][CH:22]=[CH:21][CH:20]=2)[CH2:15][CH2:16][NH:17][CH3:18])[S:6]1(=[O:26])=[O:25])([CH3:4])[CH3:3].C(N1C2C=CC=CC=2NS1(=O)=O)(C)C.ClCC[C@@H](N1C2C=CC=CC=2N(C(C)C)S1(=O)=O)C1C=CC=CC=1.CN, predict the reaction product. The product is: [CH:2]([N:5]1[C:9]2[CH:10]=[CH:11][CH:12]=[CH:13][C:8]=2[N:7]([C@@H:14]([C:19]2[CH:24]=[CH:23][CH:22]=[CH:21][CH:20]=2)[CH2:15][CH2:16][NH:17][CH3:18])[S:6]1(=[O:25])=[O:26])([CH3:4])[CH3:3]. (2) Given the reactants [CH2:1]([N:8]1[CH2:13][CH2:12][C:11](=O)[CH2:10][CH2:9]1)[C:2]1[CH:7]=[CH:6][CH:5]=[CH:4][CH:3]=1.[CH2:15]([O:22][C:23](=[O:26])[CH2:24][NH2:25])[C:16]1[CH:21]=[CH:20][CH:19]=[CH:18][CH:17]=1.C(O[BH-](OC(=O)C)OC(=O)C)(=O)C.[Na+].C(=O)(O)[O-].[Na+], predict the reaction product. The product is: [CH2:15]([O:22][C:23](=[O:26])[CH2:24][NH:25][CH:11]1[CH2:12][CH2:13][N:8]([CH2:1][C:2]2[CH:7]=[CH:6][CH:5]=[CH:4][CH:3]=2)[CH2:9][CH2:10]1)[C:16]1[CH:21]=[CH:20][CH:19]=[CH:18][CH:17]=1. (3) The product is: [CH:42]1([CH2:45][O:46][C:47]2[CH:55]=[CH:54][C:50]3[O:51][CH2:52][O:53][C:49]=3[C:48]=2[C:56]2[C:57]3[NH:64][CH:63]=[C:62]([C:65]([NH:1][C@H:2]([CH2:32][C:33]4[C:41]5[C:36](=[CH:37][CH:38]=[CH:39][CH:40]=5)[NH:35][CH:34]=4)[C:3]([N:5]4[CH2:6][CH2:7][CH:8]([N:11]5[N:20]=[C:19]([C:21]6[CH:26]=[CH:25][C:24]([O:27][CH3:28])=[C:23]([O:29][CH3:30])[CH:22]=6)[C@@H:18]6[C@@H:13]([CH2:14][CH2:15][CH2:16][CH2:17]6)[C:12]5=[O:31])[CH2:9][CH2:10]4)=[O:4])=[O:66])[C:58]=3[N:59]=[CH:60][N:61]=2)[CH2:43][CH2:44]1. Given the reactants [NH2:1][C@H:2]([CH2:32][C:33]1[C:41]2[C:36](=[CH:37][CH:38]=[CH:39][CH:40]=2)[NH:35][CH:34]=1)[C:3]([N:5]1[CH2:10][CH2:9][CH:8]([N:11]2[N:20]=[C:19]([C:21]3[CH:26]=[CH:25][C:24]([O:27][CH3:28])=[C:23]([O:29][CH3:30])[CH:22]=3)[C@H:18]3[C@H:13]([CH2:14][CH2:15][CH2:16][CH2:17]3)[C:12]2=[O:31])[CH2:7][CH2:6]1)=[O:4].[CH:42]1([CH2:45][O:46][C:47]2[CH:55]=[CH:54][C:50]3[O:51][CH2:52][O:53][C:49]=3[C:48]=2[C:56]2[C:57]3[NH:64][CH:63]=[C:62]([C:65](O)=[O:66])[C:58]=3[N:59]=[CH:60][N:61]=2)[CH2:44][CH2:43]1.C(Cl)CCl.C1C=CC2N(O)N=NC=2C=1, predict the reaction product. (4) Given the reactants Cl.[CH2:2]([C:5]1([C:18]([OH:20])=[O:19])[CH2:10][CH2:9][N:8](C(OC(C)(C)C)=O)[CH2:7][CH2:6]1)[CH:3]=[CH2:4].[CH3:21]O, predict the reaction product. The product is: [CH2:2]([C:5]1([C:18]([O:20][CH3:21])=[O:19])[CH2:6][CH2:7][NH:8][CH2:9][CH2:10]1)[CH:3]=[CH2:4]. (5) Given the reactants [H-].[Na+].[Br:3][C:4]1[C:5]([C:14]2[CH:19]=[CH:18][C:17]([F:20])=[CH:16][CH:15]=2)=[N:6][C:7](Cl)=[N:8][C:9]=1[CH:10]([CH3:12])[CH3:11].[CH3:21][NH:22][S:23]([CH3:26])(=[O:25])=[O:24], predict the reaction product. The product is: [Br:3][C:4]1[C:5]([C:14]2[CH:19]=[CH:18][C:17]([F:20])=[CH:16][CH:15]=2)=[N:6][C:7]([N:22]([CH3:21])[S:23]([CH3:26])(=[O:25])=[O:24])=[N:8][C:9]=1[CH:10]([CH3:12])[CH3:11].